From a dataset of Forward reaction prediction with 1.9M reactions from USPTO patents (1976-2016). Predict the product of the given reaction. (1) Given the reactants [NH2:1][C:2]1[N:6]([CH:7]2[CH2:11][CH2:10][CH2:9][CH2:8]2)[N:5]=[CH:4][C:3]=1[C:12]([NH2:14])=[O:13].N[C@H:16](C(O)=O)[CH2:17]C(C)C.NC1N(C(C)C)N=CC=1C(N)=O.[C:36]1([NH:42][CH2:43][CH2:44]O)[CH:41]=[CH:40][CH:39]=[CH:38][CH:37]=1.ClC1C=CC(NCCO)=CC=1, predict the reaction product. The product is: [CH:7]1([N:6]2[C:2]3[N:1]=[C:16]4[CH2:17][N:42]([C:36]5[CH:41]=[CH:40][CH:39]=[CH:38][CH:37]=5)[CH2:43][CH2:44][N:14]4[C:12](=[O:13])[C:3]=3[CH:4]=[N:5]2)[CH2:11][CH2:10][CH2:9][CH2:8]1. (2) Given the reactants [C:1]1([CH3:11])[CH:6]=[C:5](C)[CH:4]=[C:3](C)[C:2]=1[Mg]Br.[C:12]1(=O)[CH2:18][CH2:17]C[CH2:15][CH2:14][CH2:13]1.P(Cl)(OC1C=CC=CC=1)(OC1C=CC=CC=1)=O.C1([Mg]Cl)C=CC=CC=1.Cl, predict the reaction product. The product is: [C:1]1([C:11]2[CH2:15][CH2:14][CH2:13][CH2:12][CH2:18][CH:17]=2)[CH:2]=[CH:3][CH:4]=[CH:5][CH:6]=1.